This data is from Forward reaction prediction with 1.9M reactions from USPTO patents (1976-2016). The task is: Predict the product of the given reaction. Given the reactants [Br:1][C:2]1[CH:11]=[C:10]2[C:5]([N:6]=[CH:7][C:8](Cl)=[N:9]2)=[CH:4][CH:3]=1.O.[NH2:14][NH2:15], predict the reaction product. The product is: [Br:1][C:2]1[CH:11]=[C:10]2[C:5]([N:6]=[CH:7][C:8]([NH:14][NH2:15])=[N:9]2)=[CH:4][CH:3]=1.